This data is from Catalyst prediction with 721,799 reactions and 888 catalyst types from USPTO. The task is: Predict which catalyst facilitates the given reaction. (1) Reactant: [CH3:1][C@H:2]([NH:6][C:7]1[C:12]([C:13]([OH:15])=O)=[CH:11][N:10]=[C:9]2[N:16]([CH2:19][CH3:20])[N:17]=[CH:18][C:8]=12)[CH:3]([CH3:5])[CH3:4].C(Cl)CCl.CCN(C(C)C)C(C)C.[CH2:34]([CH:36]([CH2:39][CH3:40])[CH2:37][NH2:38])[CH3:35]. Product: [CH3:1][C@H:2]([NH:6][C:7]1[C:12]([C:13]([NH:38][CH2:37][CH:36]([CH2:39][CH3:40])[CH2:34][CH3:35])=[O:15])=[CH:11][N:10]=[C:9]2[N:16]([CH2:19][CH3:20])[N:17]=[CH:18][C:8]=12)[CH:3]([CH3:4])[CH3:5]. The catalyst class is: 3. (2) Reactant: [NH2:1][C:2]1[CH:7]=[CH:6][CH:5]=[CH:4][C:3]=1[S:8][C:9]1[CH:17]=[CH:16][CH:15]=[CH:14][C:10]=1[C:11](O)=[O:12].C(Cl)CCl.C1C=CC2N(O)N=NC=2C=1. Product: [CH:14]1[C:10]2[C:11](=[O:12])[NH:1][C:2]3[CH:7]=[CH:6][CH:5]=[CH:4][C:3]=3[S:8][C:9]=2[CH:17]=[CH:16][CH:15]=1. The catalyst class is: 649. (3) Product: [Br:7][C:8]1[CH:13]=[CH:12][C:11]([S:14]([CH3:15])(=[O:1])=[O:17])=[C:10]([F:16])[CH:9]=1. Reactant: [OH:1]OS([O-])=O.[K+].[Br:7][C:8]1[CH:13]=[CH:12][C:11]([S:14][CH3:15])=[C:10]([F:16])[CH:9]=1.[OH2:17]. The catalyst class is: 5.